From a dataset of NCI-60 drug combinations with 297,098 pairs across 59 cell lines. Regression. Given two drug SMILES strings and cell line genomic features, predict the synergy score measuring deviation from expected non-interaction effect. (1) Drug 1: C1CC(=O)NC(=O)C1N2CC3=C(C2=O)C=CC=C3N. Drug 2: CCC1=CC2CC(C3=C(CN(C2)C1)C4=CC=CC=C4N3)(C5=C(C=C6C(=C5)C78CCN9C7C(C=CC9)(C(C(C8N6C)(C(=O)OC)O)OC(=O)C)CC)OC)C(=O)OC.C(C(C(=O)O)O)(C(=O)O)O. Cell line: UACC62. Synergy scores: CSS=46.3, Synergy_ZIP=-0.651, Synergy_Bliss=-0.383, Synergy_Loewe=-28.9, Synergy_HSA=1.07. (2) Drug 1: CCC1=CC2CC(C3=C(CN(C2)C1)C4=CC=CC=C4N3)(C5=C(C=C6C(=C5)C78CCN9C7C(C=CC9)(C(C(C8N6C)(C(=O)OC)O)OC(=O)C)CC)OC)C(=O)OC.C(C(C(=O)O)O)(C(=O)O)O. Drug 2: CN(C(=O)NC(C=O)C(C(C(CO)O)O)O)N=O. Cell line: U251. Synergy scores: CSS=26.1, Synergy_ZIP=1.34, Synergy_Bliss=2.88, Synergy_Loewe=-47.8, Synergy_HSA=2.73.